This data is from Reaction yield outcomes from USPTO patents with 853,638 reactions. The task is: Predict the reaction yield, written as a fraction of the theoretical maximum amount of product (1.0 means a 100% yield; for example, 0.34 means a 34% yield). (1) The reactants are CO[C:3]([C:5]1[N:6]([C:10]([C:17](=[O:24])[CH2:18][C:19]([O:21][CH2:22][CH3:23])=[O:20])([CH3:16])[CH2:11][CH2:12][CH:13]([CH3:15])[CH3:14])[CH:7]=[CH:8][CH:9]=1)=[O:4].[O-]CC.[Na+]. The catalyst is C(O)C. The product is [CH2:22]([O:21][C:19]([C:18]1[C:17](=[O:24])[C:10]([CH3:16])([CH2:11][CH2:12][CH:13]([CH3:14])[CH3:15])[N:6]2[C:5]([C:3]=1[OH:4])=[CH:9][CH:8]=[CH:7]2)=[O:20])[CH3:23]. The yield is 0.570. (2) The reactants are [F:1][C:2]1[CH:7]=[CH:6][C:5]([F:8])=[CH:4][C:3]=1[C:9]1[C:13]2[CH:14]=[C:15]([C:18]3[O:22][C:21]([SH:23])=[N:20][N:19]=3)[CH:16]=[CH:17][C:12]=2[O:11][CH:10]=1.I[CH3:25]. No catalyst specified. The product is [F:1][C:2]1[CH:7]=[CH:6][C:5]([F:8])=[CH:4][C:3]=1[C:9]1[C:13]2[CH:14]=[C:15]([C:18]3[O:22][C:21]([S:23][CH3:25])=[N:20][N:19]=3)[CH:16]=[CH:17][C:12]=2[O:11][CH:10]=1. The yield is 0.890. (3) The reactants are Br[C:2]1[CH:7]=[CH:6][C:5]([Br:8])=[CH:4][N:3]=1.[CH2:9]1[C@@H:13]([OH:14])[CH2:12][NH:11][CH2:10]1. The catalyst is C1(C)C=CC=CC=1. The product is [Br:8][C:5]1[CH:6]=[CH:7][C:2]([N:11]2[CH2:10][CH2:9][C@@H:13]([OH:14])[CH2:12]2)=[N:3][CH:4]=1. The yield is 0.840. (4) The reactants are [Cl:1][C:2]1[CH:3]=[C:4]([C:15]([O:17][CH3:18])=[O:16])[C:5]2[C:6]([CH3:14])=[CH:7][N:8]([CH:11]([CH3:13])[CH3:12])[C:9]=2[CH:10]=1.C1C(=O)N([Br:26])C(=O)C1.C(Cl)Cl. The catalyst is CN(C=O)C. The product is [Br:26][C:7]1[N:8]([CH:11]([CH3:12])[CH3:13])[C:9]2[CH:10]=[C:2]([Cl:1])[CH:3]=[C:4]([C:15]([O:17][CH3:18])=[O:16])[C:5]=2[C:6]=1[CH3:14]. The yield is 0.552. (5) The reactants are [CH2:1]=[C:2]([C:4]1[C:5]([NH2:20])=[C:6]([C:17]([CH3:19])=[CH2:18])[C:7]2[O:16][C:11]3=[N:12][CH:13]=[CH:14][CH:15]=[C:10]3[C:8]=2[CH:9]=1)[CH3:3].[H][H]. The catalyst is [Pd].[Pt].C(O)C.C(O)(=O)C. The product is [CH:2]([C:4]1[C:5]([NH2:20])=[C:6]([CH:17]([CH3:19])[CH3:18])[C:7]2[O:16][C:11]3=[N:12][CH:13]=[CH:14][CH:15]=[C:10]3[C:8]=2[CH:9]=1)([CH3:3])[CH3:1]. The yield is 0.670.